From a dataset of Forward reaction prediction with 1.9M reactions from USPTO patents (1976-2016). Predict the product of the given reaction. (1) Given the reactants [F:1][C:2]1[CH:11]=[C:10]2[C:5]([CH:6]=[CH:7][CH:8]=[N:9]2)=[CH:4][C:3]=1[CH2:12][N:13]1[C:21]2[C:16](=[N:17][CH:18]=[C:19]([C:22](=O)[CH3:23])[N:20]=2)[N:15]=[N:14]1.[C:25]([NH:33][NH2:34])(=[O:32])[C:26]1[CH:31]=[CH:30][N:29]=[CH:28][CH:27]=1, predict the reaction product. The product is: [F:1][C:2]1[CH:11]=[C:10]2[C:5]([CH:6]=[CH:7][CH:8]=[N:9]2)=[CH:4][C:3]=1[CH2:12][N:13]1[C:21]2[C:16](=[N:17][CH:18]=[C:19](/[C:22](=[N:34]/[NH:33][C:25](=[O:32])[C:26]3[CH:31]=[CH:30][N:29]=[CH:28][CH:27]=3)/[CH3:23])[N:20]=2)[N:15]=[N:14]1. (2) Given the reactants [F:1][C:2]([F:17])([F:16])[C:3]1[CH:4]=[C:5]([CH:9]=[C:10]([C:12]([F:15])([F:14])[F:13])[CH:11]=1)[C:6]([OH:8])=O.[CH3:18][CH2:19]N(C(C)C)C(C)C.NC[C@H]1CC[C@H](CN[C:37](=[O:43])[O:38][C:39]([CH3:42])([CH3:41])[CH3:40])CC1.CN(C(O[N:52]1N=N[C:54]2[CH:55]=[CH:56][CH:57]=[N:58][C:53]1=2)=[N+](C)C)C.F[P-](F)(F)(F)(F)F, predict the reaction product. The product is: [F:16][C:2]([F:1])([F:17])[C:3]1[CH:4]=[C:5]([CH:9]=[C:10]([C:12]([F:15])([F:14])[F:13])[CH:11]=1)[C:6]([NH:52][CH2:53][C@H:54]1[CH2:55][CH2:56][C@H:57]([NH:58][C:37](=[O:43])[O:38][C:39]([CH3:42])([CH3:41])[CH3:40])[CH2:19][CH2:18]1)=[O:8]. (3) Given the reactants I[C:2]1[CH:7]=[CH:6][N:5]=[C:4]2[N:8]([S:11]([C:14]3[CH:20]=[CH:19][C:17]([CH3:18])=[CH:16][CH:15]=3)(=[O:13])=[O:12])[CH:9]=[CH:10][C:3]=12.COC1C=CC=C(OC)[C:28]=1[C:29]1[CH:30]=[CH:31][CH:32]=[CH:33][C:34]=1P(C1CCCCC1)C1CCCCC1.P([O-])([O-])([O-])=O.[K+].[K+].[K+], predict the reaction product. The product is: [S:11]([N:8]1[C:4]2[N:5]=[CH:6][CH:7]=[C:2]([C:2]3[C:3]4[CH:10]=[CH:9][N:8]([S:11]([C:32]5[CH:33]=[CH:34][C:29]([CH3:28])=[CH:30][CH:31]=5)(=[O:12])=[O:13])[C:4]=4[N:5]=[CH:6][CH:7]=3)[C:3]=2[CH:10]=[CH:9]1)([C:14]1[CH:20]=[CH:19][C:17]([CH3:18])=[CH:16][CH:15]=1)(=[O:13])=[O:12].